This data is from Full USPTO retrosynthesis dataset with 1.9M reactions from patents (1976-2016). The task is: Predict the reactants needed to synthesize the given product. Given the product [C:11]([C:8]1[CH:9]=[CH:10][C:5]([CH2:4][C:3]([OH:15])=[O:2])=[CH:6][CH:7]=1)([CH3:14])([CH3:12])[CH3:13], predict the reactants needed to synthesize it. The reactants are: C[O:2][C:3](=[O:15])[CH2:4][C:5]1[CH:10]=[CH:9][C:8]([C:11]([CH3:14])([CH3:13])[CH3:12])=[CH:7][CH:6]=1.[OH-].[Na+].